Task: Predict the product of the given reaction.. Dataset: Forward reaction prediction with 1.9M reactions from USPTO patents (1976-2016) (1) Given the reactants C1(C)C=CC(S(O)(=O)=O)=CC=1.[CH:12]1([N:18]([CH2:43][CH:44](OC)[O:45]C)[C:19](=[O:42])[CH2:20][CH2:21][N:22]([CH2:33][CH2:34][C:35]2[CH:40]=[CH:39][CH:38]=[C:37]([F:41])[CH:36]=2)[C:23](=[O:32])[O:24][CH2:25][C:26]2[CH:31]=[CH:30][CH:29]=[CH:28][CH:27]=2)[CH2:17][CH2:16][CH2:15][CH2:14][CH2:13]1, predict the reaction product. The product is: [CH:12]1([N:18]([CH2:43][CH:44]=[O:45])[C:19](=[O:42])[CH2:20][CH2:21][N:22]([CH2:33][CH2:34][C:35]2[CH:40]=[CH:39][CH:38]=[C:37]([F:41])[CH:36]=2)[C:23](=[O:32])[O:24][CH2:25][C:26]2[CH:27]=[CH:28][CH:29]=[CH:30][CH:31]=2)[CH2:13][CH2:14][CH2:15][CH2:16][CH2:17]1. (2) The product is: [CH:10]([N:8]1[C:7](=[O:13])[CH:6]=[CH:5][C:4]([C:1](=[O:3])/[CH:2]=[N:15]/[OH:16])=[CH:9]1)([CH3:11])[CH3:12]. Given the reactants [C:1]([C:4]1[CH:5]=[CH:6][C:7](=[O:13])[N:8]([CH:10]([CH3:12])[CH3:11])[CH:9]=1)(=[O:3])[CH3:2].Cl.[N:15](OC(C)(C)C)=[O:16], predict the reaction product. (3) Given the reactants [CH3:1][C:2]([C:4]1[CH:9]=[CH:8][C:7]([C:10]([F:13])([F:12])[F:11])=[CH:6][CH:5]=1)=[O:3].C(O)C.[H-].[Na+].Cl.[C:20](=O)([O-:24])[O:21][CH2:22][CH3:23], predict the reaction product. The product is: [O:3]=[C:2]([C:4]1[CH:9]=[CH:8][C:7]([C:10]([F:11])([F:12])[F:13])=[CH:6][CH:5]=1)[CH2:1][C:20]([O:21][CH2:22][CH3:23])=[O:24]. (4) Given the reactants Cl[CH2:2][C:3]1[CH:4]=[C:5]([C:11]([O:13][C:14]([CH3:17])([CH3:16])[CH3:15])=[O:12])[CH:6]=[N:7][C:8]=1[CH2:9]Cl.[Cl:18][C:19]1[C:20]2[CH2:27][C:26](=[O:28])[NH:25][C:21]=2[N:22]=[CH:23][N:24]=1.C(=O)([O-])[O-].[Cs+].[Cs+].[Br-].[Na+].C(=O)(O)[O-].[Na+], predict the reaction product. The product is: [Cl:18][C:19]1[C:20]2[C@:27]3([CH2:9][C:8]4=[N:7][CH:6]=[C:5]([C:11]([O:13][C:14]([CH3:17])([CH3:16])[CH3:15])=[O:12])[CH:4]=[C:3]4[CH2:2]3)[C:26](=[O:28])[NH:25][C:21]=2[N:22]=[CH:23][N:24]=1. (5) Given the reactants C(N(CC)CC)C.Cl[C:9]1[C:18]2[C:13](=[CH:14][CH:15]=[CH:16][CH:17]=2)[N:12]=[CH:11][C:10]=1[N+:19]([O-:21])=[O:20].[NH2:22][CH2:23][CH2:24][NH:25][C:26](=[O:32])[O:27][C:28]([CH3:31])([CH3:30])[CH3:29].O, predict the reaction product. The product is: [C:28]([O:27][C:26](=[O:32])[NH:25][CH2:24][CH2:23][NH:22][C:9]1[C:18]2[C:13](=[CH:14][CH:15]=[CH:16][CH:17]=2)[N:12]=[CH:11][C:10]=1[N+:19]([O-:21])=[O:20])([CH3:31])([CH3:29])[CH3:30]. (6) Given the reactants [CH3:1][O:2][C:3]1[CH:4]=[C:5]2[C:10](=[CH:11][C:12]=1[O:13][CH3:14])[N:9]=[CH:8][CH:7]=[C:6]2[O:15][C:16]1[CH:22]=[CH:21][C:19]([NH2:20])=[C:18]([CH3:23])[C:17]=1[CH3:24].Cl[C:26](Cl)([O:28][C:29](=[O:35])OC(Cl)(Cl)Cl)Cl.[N:37]1([CH2:43][CH2:44]CO)[CH2:42][CH2:41][CH2:40][CH2:39][CH2:38]1.C(=O)(O)[O-].[Na+], predict the reaction product. The product is: [CH3:1][O:2][C:3]1[CH:4]=[C:5]2[C:10](=[CH:11][C:12]=1[O:13][CH3:14])[N:9]=[CH:8][CH:7]=[C:6]2[O:15][C:16]1[CH:22]=[CH:21][C:19]([NH:20][C:29](=[O:35])[O:28][CH2:26][CH2:44][CH2:43][N:37]2[CH2:42][CH2:41][CH2:40][CH2:39][CH2:38]2)=[C:18]([CH3:23])[C:17]=1[CH3:24].